From a dataset of Full USPTO retrosynthesis dataset with 1.9M reactions from patents (1976-2016). Predict the reactants needed to synthesize the given product. Given the product [CH3:1][N:2]1[CH:6]=[CH:5][N:4]=[C:3]1[CH:7]([NH:8][S:9]([C:11]([CH3:14])([CH3:13])[CH3:12])=[O:10])[CH3:15], predict the reactants needed to synthesize it. The reactants are: [CH3:1][N:2]1[CH:6]=[CH:5][N:4]=[C:3]1/[CH:7]=[N:8]/[S:9]([C:11]([CH3:14])([CH3:13])[CH3:12])=[O:10].[CH2:15]1COCC1.C[Mg]Br.CCOCC.